From a dataset of Forward reaction prediction with 1.9M reactions from USPTO patents (1976-2016). Predict the product of the given reaction. (1) Given the reactants [CH2:1]([O:8][C:9]1[CH:14]=[CH:13][C:12]([C:15]2[NH:36][C:18]3=[N:19][C:20]([C:23]4[CH2:28][CH2:27][N:26](C(OC(C)(C)C)=O)[CH2:25][CH:24]=4)=[CH:21][CH:22]=[C:17]3[N:16]=2)=[CH:11][CH:10]=1)[C:2]1[CH:7]=[CH:6][CH:5]=[CH:4][CH:3]=1.C(O)(C(F)(F)F)=O, predict the reaction product. The product is: [CH2:1]([O:8][C:9]1[CH:14]=[CH:13][C:12]([C:15]2[NH:36][C:18]3=[N:19][C:20]([C:23]4[CH2:28][CH2:27][NH:26][CH2:25][CH:24]=4)=[CH:21][CH:22]=[C:17]3[N:16]=2)=[CH:11][CH:10]=1)[C:2]1[CH:3]=[CH:4][CH:5]=[CH:6][CH:7]=1. (2) Given the reactants [CH2:1]([C:5]1[N:10]=[C:9]([CH3:11])[N:8]([C:12]2[CH:17]=[CH:16][C:15]([OH:18])=[CH:14][CH:13]=2)[C:7](=[O:19])[C:6]=1[CH2:20][C:21]1[CH:26]=[CH:25][C:24]([C:27]2[CH:32]=[CH:31][CH:30]=[CH:29][C:28]=2[C:33]2[NH:37][C:36](=[O:38])[O:35][N:34]=2)=[CH:23][CH:22]=1)[CH2:2][CH2:3][CH3:4].[Si]([O:46][CH:47]1[CH2:52][CH2:51][CH:50](O)[CH2:49][CH2:48]1)(C(C)(C)C)(C)C.C1(P(C2C=CC=CC=2)C2C=CC=CC=2)C=CC=CC=1.N(C(OC(C)C)=O)=NC(OC(C)C)=O, predict the reaction product. The product is: [CH2:1]([C:5]1[N:10]=[C:9]([CH3:11])[N:8]([C:12]2[CH:17]=[CH:16][C:15]([O:18][C@H:50]3[CH2:51][CH2:52][C@@H:47]([OH:46])[CH2:48][CH2:49]3)=[CH:14][CH:13]=2)[C:7](=[O:19])[C:6]=1[CH2:20][C:21]1[CH:26]=[CH:25][C:24]([C:27]2[CH:32]=[CH:31][CH:30]=[CH:29][C:28]=2[C:33]2[NH:37][C:36](=[O:38])[O:35][N:34]=2)=[CH:23][CH:22]=1)[CH2:2][CH2:3][CH3:4]. (3) Given the reactants [H-].[Na+].[C:3]1([CH:9]([OH:12])[C:10]#[CH:11])[CH:8]=[CH:7][CH:6]=[CH:5][CH:4]=1.Br[CH2:14][C:15]([O:17][CH3:18])=[O:16].CCCCCC, predict the reaction product. The product is: [C:3]1([CH:9]([O:12][CH2:14][C:15]([O:17][CH3:18])=[O:16])[C:10]#[CH:11])[CH:8]=[CH:7][CH:6]=[CH:5][CH:4]=1. (4) Given the reactants [CH3:1][C:2]1[CH:7]=[CH:6][C:5]([CH3:8])=[CH:4][C:3]=1[CH:9]1[C:13](=[O:14])[C:12]2([CH2:19][CH2:18][N:17]([O:20][CH3:21])[CH2:16][CH2:15]2)[NH:11][C:10]1=[O:22].S(Cl)([Cl:26])(=O)=O.C(=O)([O-])O.[Na+], predict the reaction product. The product is: [Cl:26][C:9]1([C:3]2[CH:4]=[C:5]([CH3:8])[CH:6]=[CH:7][C:2]=2[CH3:1])[C:13](=[O:14])[C:12]2([CH2:19][CH2:18][N:17]([O:20][CH3:21])[CH2:16][CH2:15]2)[NH:11][C:10]1=[O:22]. (5) Given the reactants Cl.Cl.[NH2:3][CH:4]1[CH2:9][CH2:8][N:7]([C:10]2[C:20]([C:21]#[N:22])=[CH:19][C:13]([C:14]([O:16][CH2:17][CH3:18])=[O:15])=[C:12]([CH3:23])[N:11]=2)[CH2:6][CH2:5]1.[Cl:24][C:25]1[S:29][C:28]([S:30]([NH:33][C:34](=O)[O:35]CC(Cl)(Cl)Cl)(=[O:32])=[O:31])=[CH:27][CH:26]=1.CCN(C(C)C)C(C)C.CCOC(C)=O, predict the reaction product. The product is: [Cl:24][C:25]1[S:29][C:28]([S:30]([NH:33][C:34]([NH:3][CH:4]2[CH2:9][CH2:8][N:7]([C:10]3[C:20]([C:21]#[N:22])=[CH:19][C:13]([C:14]([O:16][CH2:17][CH3:18])=[O:15])=[C:12]([CH3:23])[N:11]=3)[CH2:6][CH2:5]2)=[O:35])(=[O:32])=[O:31])=[CH:27][CH:26]=1.